This data is from Reaction yield outcomes from USPTO patents with 853,638 reactions. The task is: Predict the reaction yield, written as a fraction of the theoretical maximum amount of product (1.0 means a 100% yield; for example, 0.34 means a 34% yield). (1) The reactants are O1CCCCC1[N:7]1[C:15]2[C:10](=[CH:11][C:12]([C:16]3[N:20]=[CH:19][N:18](C(C4C=CC=CC=4)(C4C=CC=CC=4)C4C=CC=CC=4)[N:17]=3)=[CH:13][CH:14]=2)[C:9]([C:40]2[CH:41]=[C:42]([NH:46][C:47](=[O:52])[CH2:48][CH2:49][CH2:50][CH3:51])[CH:43]=[CH:44][CH:45]=2)=[N:8]1. The catalyst is O1CCOCC1. The product is [NH:18]1[CH:19]=[N:20][C:16]([C:12]2[CH:11]=[C:10]3[C:15](=[CH:14][CH:13]=2)[NH:7][N:8]=[C:9]3[C:40]2[CH:41]=[C:42]([NH:46][C:47](=[O:52])[CH2:48][CH2:49][CH2:50][CH3:51])[CH:43]=[CH:44][CH:45]=2)=[N:17]1. The yield is 0.515. (2) The reactants are [NH:1]1[C:5]2[CH:6]=[CH:7][CH:8]=[CH:9][C:4]=2[N:3]=[CH:2]1.[OH-].[Na+].[Cl:12][CH2:13][CH2:14][CH2:15][CH2:16]Br. The catalyst is [Br-].C([N+](CCCC)(CCCC)CCCC)CCC.ClCCl. The product is [Cl:12][CH2:13][CH2:14][CH2:15][CH2:16][N:1]1[C:5]2[CH:6]=[CH:7][CH:8]=[CH:9][C:4]=2[N:3]=[CH:2]1. The yield is 0.600.